Dataset: Reaction yield outcomes from USPTO patents with 853,638 reactions. Task: Predict the reaction yield, written as a fraction of the theoretical maximum amount of product (1.0 means a 100% yield; for example, 0.34 means a 34% yield). (1) The reactants are [CH3:1][O:2][CH:3]([O:15][CH3:16])[CH2:4][C:5]1[C:6]([C:13]#[N:14])=[N:7][CH:8]=[C:9]([O:11][CH3:12])[CH:10]=1.C(=O)([O-])[O-:18].[Na+].[Na+].OO. The catalyst is O.CC(C)=O. The product is [CH3:16][O:15][CH:3]([O:2][CH3:1])[CH2:4][C:5]1[C:6]([C:13]([NH2:14])=[O:18])=[N:7][CH:8]=[C:9]([O:11][CH3:12])[CH:10]=1. The yield is 0.890. (2) The reactants are [Cl:1][C:2]1[CH:3]=[C:4]([C:9]2[CH:10]=[C:11]3[C:16](=[CH:17][CH:18]=2)[N:15]=[CH:14][C:13]([C:19]([CH:21]2[CH2:23][CH2:22]2)=[O:20])=[C:12]3[NH:24][C:25]2[CH:26]=[N:27][N:28]([CH:30]3[CH2:35][CH2:34][N:33](C(OC(C)(C)C)=O)[CH2:32][CH2:31]3)[CH:29]=2)[CH:5]=[CH:6][C:7]=1[OH:8].C(O)(C(F)(F)F)=O. No catalyst specified. The product is [Cl:1][C:2]1[CH:3]=[C:4]([C:9]2[CH:10]=[C:11]3[C:16](=[CH:17][CH:18]=2)[N:15]=[CH:14][C:13]([C:19]([CH:21]2[CH2:23][CH2:22]2)=[O:20])=[C:12]3[NH:24][C:25]2[CH:26]=[N:27][N:28]([CH:30]3[CH2:35][CH2:34][NH:33][CH2:32][CH2:31]3)[CH:29]=2)[CH:5]=[CH:6][C:7]=1[OH:8]. The yield is 0.550. (3) The reactants are [F:1][C:2]1[CH:7]=[CH:6][C:5]([N:8]2[C:12]([CH2:13][OH:14])=[C:11]([CH3:15])[N:10]=[N:9]2)=[CH:4][CH:3]=1.[H-].[Na+].Cl[C:19]1[CH:28]=[CH:27][C:22]([C:23]([O:25][CH3:26])=[O:24])=[CH:21][N:20]=1.O. The catalyst is C1COCC1. The product is [CH3:26][O:25][C:23](=[O:24])[C:22]1[CH:27]=[CH:28][C:19]([O:14][CH2:13][C:12]2[N:8]([C:5]3[CH:4]=[CH:3][C:2]([F:1])=[CH:7][CH:6]=3)[N:9]=[N:10][C:11]=2[CH3:15])=[N:20][CH:21]=1. The yield is 0.880. (4) The reactants are O.[OH-].[Li+].[C:4]1([CH:10]([N:12]2[C:20]3[C:15](=[CH:16][CH:17]=[CH:18][CH:19]=3)[C:14]([C:21]([O:23]C)=[O:22])=[N:13]2)[CH3:11])[CH:9]=[CH:8][CH:7]=[CH:6][CH:5]=1. The catalyst is O1CCCC1.O. The product is [C:4]1([CH:10]([N:12]2[C:20]3[C:15](=[CH:16][CH:17]=[CH:18][CH:19]=3)[C:14]([C:21]([OH:23])=[O:22])=[N:13]2)[CH3:11])[CH:9]=[CH:8][CH:7]=[CH:6][CH:5]=1. The yield is 0.600. (5) The reactants are [CH2:1]([N:8]1[C:12]2[CH:13]=[C:14]3[C:18](=[CH:19][C:11]=2[NH:10][C:9]1=[O:28])[N:17](C(OC(C)(C)C)=O)[N:16]=[C:15]3I)[C:2]1[CH:7]=[CH:6][CH:5]=[CH:4][CH:3]=1.[CH3:29][C:30]1[CH:35]=[C:34](B(O)O)[CH:33]=[CH:32][N:31]=1.C([O-])([O-])=O.[K+].[K+]. The catalyst is O.O1CCOCC1.C1C=CC(P(C2C=CC=CC=2)[C-]2C=CC=C2)=CC=1.C1C=CC(P(C2C=CC=CC=2)[C-]2C=CC=C2)=CC=1.Cl[Pd]Cl.[Fe+2]. The product is [CH2:1]([N:8]1[C:12]2[CH:13]=[C:14]3[C:18](=[CH:19][C:11]=2[NH:10][C:9]1=[O:28])[NH:17][N:16]=[C:15]3[C:34]1[CH:33]=[CH:32][N:31]=[C:30]([CH3:29])[CH:35]=1)[C:2]1[CH:7]=[CH:6][CH:5]=[CH:4][CH:3]=1. The yield is 0.240. (6) The catalyst is C1(C)C=CC=CC=1.ClCCl.C(OCC)(=O)C. The yield is 0.590. The product is [N:10]1([C:15]2[N:20]=[CH:19][C:18]([CH:21]=[CH:22][CH2:23][OH:24])=[CH:17][CH:16]=2)[CH:14]=[CH:13][CH:12]=[N:11]1. The reactants are CC(C[AlH]CC(C)C)C.[N:10]1([C:15]2[N:20]=[CH:19][C:18]([CH:21]=[CH:22][CH:23]=[O:24])=[CH:17][CH:16]=2)[CH:14]=[CH:13][CH:12]=[N:11]1.CO.C(C(C(C([O-])=O)O)O)([O-])=O.[Na+].[K+]. (7) The reactants are [F:1][C:2]([F:14])([C:8]1[CH:13]=[CH:12][CH:11]=[CH:10][N:9]=1)[C:3](OCC)=[O:4].[BH4-].[Na+]. The catalyst is C(O)C. The product is [F:14][C:2]([F:1])([C:8]1[CH:13]=[CH:12][CH:11]=[CH:10][N:9]=1)[CH2:3][OH:4]. The yield is 0.600. (8) The reactants are [C:1]1([CH:7]([C:13]2[CH:18]=[CH:17][CH:16]=[CH:15][CH:14]=2)[N:8]2[CH2:11][C:10](=O)[CH2:9]2)[CH:6]=[CH:5][CH:4]=[CH:3][CH:2]=1.[CH3:19][C@@H:20]1[CH2:25][NH:24][CH2:23][CH2:22][N:21]1[C:26]([O:28][C:29]([CH3:32])([CH3:31])[CH3:30])=[O:27].C(O[BH-](OC(=O)C)OC(=O)C)(=O)C.[Na+].C(=O)([O-])O.[Na+]. The catalyst is O.C(O)(=O)C.C1COCC1. The product is [C:1]1([CH:7]([C:13]2[CH:18]=[CH:17][CH:16]=[CH:15][CH:14]=2)[N:8]2[CH2:11][CH:10]([N:24]3[CH2:23][CH2:22][N:21]([C:26]([O:28][C:29]([CH3:32])([CH3:31])[CH3:30])=[O:27])[C@H:20]([CH3:19])[CH2:25]3)[CH2:9]2)[CH:6]=[CH:5][CH:4]=[CH:3][CH:2]=1. The yield is 0.900. (9) The reactants are O.O.[Sn](Cl)Cl.Cl.[CH2:7]([NH:10][C:11]1[N:20]=[C:19]([NH:21][CH2:22][CH:23]=[CH2:24])[C:18]2[C:13](=[CH:14][CH:15]=[C:16]([N+:25]([O-])=O)[CH:17]=2)[N:12]=1)[CH:8]=[CH2:9].[OH-].[Na+]. No catalyst specified. The product is [CH2:7]([NH:10][C:11]1[N:20]=[C:19]([NH:21][CH2:22][CH:23]=[CH2:24])[C:18]2[C:13](=[CH:14][CH:15]=[C:16]([NH2:25])[CH:17]=2)[N:12]=1)[CH:8]=[CH2:9]. The yield is 0.925.